Dataset: Catalyst prediction with 721,799 reactions and 888 catalyst types from USPTO. Task: Predict which catalyst facilitates the given reaction. Reactant: [NH2:1][C:2]1[N:7]=[C:6]([N:8]2[CH2:13][CH2:12][CH2:11][C@H:10]([C:14]([OH:16])=O)[CH2:9]2)[CH:5]=[C:4]([C:17]2[CH:22]=[CH:21][C:20]([C:23]#[N:24])=[C:19]([F:25])[CH:18]=2)[N:3]=1.C(Cl)CCl.C1C=CC2N(O)N=NC=2C=1.[NH2:40][CH2:41][C:42]1[CH:47]=[CH:46][N:45]=[CH:44][CH:43]=1. Product: [NH2:1][C:2]1[N:7]=[C:6]([N:8]2[CH2:13][CH2:12][CH2:11][C@H:10]([C:14]([NH:40][CH2:41][C:42]3[CH:47]=[CH:46][N:45]=[CH:44][CH:43]=3)=[O:16])[CH2:9]2)[CH:5]=[C:4]([C:17]2[CH:22]=[CH:21][C:20]([C:23]#[N:24])=[C:19]([F:25])[CH:18]=2)[N:3]=1. The catalyst class is: 31.